Predict the reaction yield, written as a fraction of the theoretical maximum amount of product (1.0 means a 100% yield; for example, 0.34 means a 34% yield). From a dataset of Reaction yield outcomes from USPTO patents with 853,638 reactions. (1) The reactants are CS[C:3]1[N:8]=[C:7]([C:9]2[C:10]([CH:18]([C:20]3[CH:25]=[CH:24][CH:23]=[CH:22][CH:21]=3)[OH:19])=[N:11][N:12]3[CH:17]=[CH:16][CH:15]=[CH:14][C:13]=23)[CH:6]=[CH:5][N:4]=1.ClC1C=C(C=CC=1)C(OO)=O.[CH:37]1([NH2:42])[CH2:41][CH2:40][CH2:39][CH2:38]1. The catalyst is ClCCl. The product is [CH:37]1([NH:42][C:3]2[N:8]=[C:7]([C:9]3[C:10]([CH:18]([C:20]4[CH:25]=[CH:24][CH:23]=[CH:22][CH:21]=4)[OH:19])=[N:11][N:12]4[CH:17]=[CH:16][CH:15]=[CH:14][C:13]=34)[CH:6]=[CH:5][N:4]=2)[CH2:41][CH2:40][CH2:39][CH2:38]1. The yield is 0.890. (2) The reactants are [Br:1][C:2]1[S:10]C2C(Cl)=[N:7][C:6]([CH3:12])=[N:5][C:4]=2[CH:3]=1.[O:13]1[CH2:17][CH2:16][CH2:15][CH2:14]1.[CH:18]([N-:21][CH:22]([CH3:24])[CH3:23])([CH3:20])C.[Li+].ClC1C2SC=C[C:29]=2[N:30]=[C:31](C)N=1.BrC(F)(F)C(Br)(F)F. The catalyst is C1COCC1. The product is [Br:1][C:2]1[S:10][C:20]2[C:18]([NH:21][C:22]3[CH:23]=[C:14]([O:13][CH3:17])[CH:15]=[C:16]([N:30]([CH3:31])[CH3:29])[CH:24]=3)=[N:7][C:6]([CH3:12])=[N:5][C:4]=2[CH:3]=1. The yield is 0.110. (3) The catalyst is COCCOCCOC. The yield is 0.550. The reactants are [S:1]1[CH:5]=[CH:4]C=[C:2]1C(O)=O.[O-:9]CC.[Na+].S1C=CC=C1CC(O)=O.ClC[Si:24]([O:31][CH2:32][CH3:33])([O:28][CH2:29][CH3:30])[O:25][CH2:26][CH3:27]. The product is [C:5]([S:1][CH2:2][Si:24]([O:31][CH2:32][CH3:33])([O:28][CH2:29][CH3:30])[O:25][CH2:26][CH3:27])(=[O:9])[CH3:4]. (4) The reactants are [CH2:1]([C@@H:8]1[NH:13][CH2:12][CH2:11][N:10]([C:14]2[CH:23]=[CH:22][C:21]([O:24][CH3:25])=[C:20]3[C:15]=2[CH:16]=[CH:17][C:18]([C:26]([F:29])([F:28])[F:27])=[N:19]3)[CH2:9]1)[C:2]1[CH:7]=[CH:6][CH:5]=[CH:4][CH:3]=1.Cl[CH2:31][C:32]#[N:33]. No catalyst specified. The product is [CH2:1]([C@H:8]1[CH2:9][N:10]([C:14]2[CH:23]=[CH:22][C:21]([O:24][CH3:25])=[C:20]3[C:15]=2[CH:16]=[CH:17][C:18]([C:26]([F:29])([F:27])[F:28])=[N:19]3)[CH2:11][CH2:12][N:13]1[CH2:31][C:32]#[N:33])[C:2]1[CH:7]=[CH:6][CH:5]=[CH:4][CH:3]=1. The yield is 0.210. (5) The reactants are [C:1]([O:5][C:6]([NH:8][C@@H:9]([CH:18]([CH3:20])[CH3:19])[C:10](=O)[CH2:11][C:12]([O:14][CH2:15][CH3:16])=[O:13])=[O:7])([CH3:4])([CH3:3])[CH3:2].CC(C)([O-])C.[K+].N12CCN(CC1)CC2.C[N:36](/[CH:38]=[C:39](\[Cl:44])/[CH:40]=[N+](C)C)C.F[P-](F)(F)(F)(F)F.C([O-])(=O)C.[NH4+]. The catalyst is C1COCC1. The product is [C:1]([O:5][C:6]([NH:8][C@H:9]([C:10]1[N:36]=[CH:38][C:39]([Cl:44])=[CH:40][C:11]=1[C:12]([O:14][CH2:15][CH3:16])=[O:13])[CH:18]([CH3:20])[CH3:19])=[O:7])([CH3:4])([CH3:3])[CH3:2]. The yield is 0.510. (6) The reactants are [CH2:1]([C:3]1[CH:10]=[C:9]([CH3:11])[CH:8]=[C:7]([CH2:12][CH3:13])[C:4]=1[CH:5]=[O:6])[CH3:2].[H-].[Al+3].[Li+].[H-].[H-].[H-].O.S(=O)(=O)(O)O. The catalyst is C(OCC)C. The product is [CH2:1]([C:3]1[CH:10]=[C:9]([CH3:11])[CH:8]=[C:7]([CH2:12][CH3:13])[C:4]=1[CH2:5][OH:6])[CH3:2]. The yield is 0.920. (7) The reactants are [C:1]([O:5][C:6]([NH:8][C@@H:9]([CH2:32][C:33]1[CH:38]=[CH:37][CH:36]=[CH:35][CH:34]=1)[C:10]([NH:12][C@@H:13]([CH2:17][C:18]1[CH:23]=[CH:22][C:21]([C:24]2[S:28](=[O:30])(=[O:29])[NH:27][C:26](=[O:31])[CH:25]=2)=[CH:20][CH:19]=1)[C:14](O)=[O:15])=[O:11])=[O:7])([CH3:4])([CH3:3])[CH3:2].F[P-](F)(F)(F)(F)F.C[N+](C)=C(N(C)C)ON1C2N=CC=CC=2N=N1.C(N(CC)C(C)C)(C)C.[C:72]1([NH2:79])[C:73]([NH2:78])=[CH:74][CH:75]=[CH:76][CH:77]=1. The catalyst is CN(C)C=O. The product is [NH2:78][C:73]1[CH:74]=[CH:75][CH:76]=[CH:77][C:72]=1[NH:79][C:14](=[O:15])[CH:13]([NH:12][C:10](=[O:11])[C@@H:9]([NH:8][C:6](=[O:7])[O:5][C:1]([CH3:2])([CH3:4])[CH3:3])[CH2:32][C:33]1[CH:34]=[CH:35][CH:36]=[CH:37][CH:38]=1)[CH2:17][C:18]1[CH:23]=[CH:22][C:21]([C:24]2[S:28](=[O:29])(=[O:30])[NH:27][C:26](=[O:31])[CH:25]=2)=[CH:20][CH:19]=1. The yield is 0.420. (8) The yield is 0.910. The reactants are [CH3:1][N:2]([CH3:28])[C:3]([C:5]1[C:15]([CH2:16][CH2:17][C@H:18]([C:20]2[CH:25]=[CH:24][CH:23]=[CH:22][C:21]=2[Cl:26])O)=[C:14]([OH:27])[C:8]2[N:9]=[C:10]([CH3:13])[N:11]([CH3:12])[C:7]=2[CH:6]=1)=[O:4].C1(P(C2C=CC=CC=2)C2C=CC=CC=2)C=CC=CC=1.CC(OC(/N=N/C(OC(C)C)=O)=O)C. The catalyst is O1CCCC1. The product is [CH3:1][N:2]([CH3:28])[C:3]([C:5]1[C:15]2[CH2:16][CH2:17][C@@H:18]([C:20]3[CH:25]=[CH:24][CH:23]=[CH:22][C:21]=3[Cl:26])[O:27][C:14]=2[C:8]2[N:9]=[C:10]([CH3:13])[N:11]([CH3:12])[C:7]=2[CH:6]=1)=[O:4]. (9) The reactants are [NH2:1][C:2]1[C:9]([OH:10])=[CH:8][C:7](SC(C)C)=[CH:6][C:3]=1[C:4]#[N:5].O1C[CH2:18][CH2:17][CH2:16]1.O[O:21][S:22]([O-:24])=O.[K+].S([O-])([O-])=O.[Na+].[Na+]. The catalyst is O.CO. The product is [NH2:1][C:2]1[C:9]([OH:10])=[CH:8][C:7]([S:22]([CH:17]([CH3:18])[CH3:16])(=[O:24])=[O:21])=[CH:6][C:3]=1[C:4]#[N:5]. The yield is 0.990. (10) The reactants are [NH2:1][C:2]1[CH:7]=[C:6]([C:8]([F:11])([F:10])[F:9])[C:5]([C:12]2[CH2:17][CH2:16][N:15]([C:18]([O:20][C:21]([CH3:24])([CH3:23])[CH3:22])=[O:19])[CH2:14][CH:13]=2)=[C:4]([Cl:25])[CH:3]=1.N1([C:31](N2C=CN=C2)=[S:32])C=CN=C1. The catalyst is C(Cl)Cl. The product is [Cl:25][C:4]1[CH:3]=[C:2]([N:1]=[C:31]=[S:32])[CH:7]=[C:6]([C:8]([F:10])([F:11])[F:9])[C:5]=1[C:12]1[CH2:17][CH2:16][N:15]([C:18]([O:20][C:21]([CH3:22])([CH3:24])[CH3:23])=[O:19])[CH2:14][CH:13]=1. The yield is 0.670.